Task: Binary Classification. Given a drug SMILES string, predict its activity (active/inactive) in a high-throughput screening assay against a specified biological target.. Dataset: HIV replication inhibition screening data with 41,000+ compounds from the AIDS Antiviral Screen The compound is O=C(O)C1(C(=O)O)CC2C3C=CC(C3)C2C1. The result is 0 (inactive).